Dataset: Catalyst prediction with 721,799 reactions and 888 catalyst types from USPTO. Task: Predict which catalyst facilitates the given reaction. (1) Reactant: [CH3:1][O:2][C:3]([C:5]1[S:6][C:7]([C:10]([OH:12])=O)=[CH:8][CH:9]=1)=[O:4].C(Cl)(=O)C(Cl)=O.[CH3:19][O:20][CH:21]([O:24][CH3:25])[CH2:22][NH2:23].Cl. Product: [CH3:1][O:2][C:3]([C:5]1[S:6][C:7]([C:10](=[O:12])[NH:23][CH2:22][CH:21]([O:24][CH3:25])[O:20][CH3:19])=[CH:8][CH:9]=1)=[O:4]. The catalyst class is: 139. (2) Reactant: [NH:1]1[C:9]2[CH:8]=[CH:7][N:6]=[CH:5][C:4]=2[CH:3]=[C:2]1[C:10]([NH2:12])=[O:11].[C:13]1([S:19][S:19][C:13]2[CH:18]=[CH:17][CH:16]=[CH:15][CH:14]=2)[CH:18]=[CH:17][CH:16]=[CH:15][CH:14]=1. Product: [C:13]1([S:19][C:3]2[C:4]3[CH:5]=[N:6][CH:7]=[CH:8][C:9]=3[NH:1][C:2]=2[C:10]([NH2:12])=[O:11])[CH:18]=[CH:17][CH:16]=[CH:15][CH:14]=1. The catalyst class is: 3.